From a dataset of NCI-60 drug combinations with 297,098 pairs across 59 cell lines. Regression. Given two drug SMILES strings and cell line genomic features, predict the synergy score measuring deviation from expected non-interaction effect. (1) Drug 1: C1=CC=C(C=C1)NC(=O)CCCCCCC(=O)NO. Drug 2: CCN(CC)CCNC(=O)C1=C(NC(=C1C)C=C2C3=C(C=CC(=C3)F)NC2=O)C. Cell line: NCI-H522. Synergy scores: CSS=20.1, Synergy_ZIP=-3.01, Synergy_Bliss=1.26, Synergy_Loewe=-5.90, Synergy_HSA=1.37. (2) Synergy scores: CSS=33.4, Synergy_ZIP=-6.86, Synergy_Bliss=2.88, Synergy_Loewe=-34.8, Synergy_HSA=0.282. Drug 1: COC1=C(C=C2C(=C1)N=CN=C2NC3=CC(=C(C=C3)F)Cl)OCCCN4CCOCC4. Drug 2: CN1C2=C(C=C(C=C2)N(CCCl)CCCl)N=C1CCCC(=O)O.Cl. Cell line: SK-MEL-5.